This data is from Catalyst prediction with 721,799 reactions and 888 catalyst types from USPTO. The task is: Predict which catalyst facilitates the given reaction. (1) Reactant: [Cl:1][C:2]1[CH:7]=[C:6]([CH3:8])[CH:5]=[C:4]([CH3:9])[C:3]=1[N:10]1[CH2:15][CH2:14][CH2:13][C:12]2=[C:16]([NH2:20])[N:17]([CH3:19])[N:18]=[C:11]12.C(N(CC)CC)C.[C:28](Cl)(=[O:31])[CH2:29][CH3:30].C(O)(=O)CC(CC(O)=O)(C(O)=O)O. Product: [Cl:1][C:2]1[CH:7]=[C:6]([CH3:8])[CH:5]=[C:4]([CH3:9])[C:3]=1[N:10]1[CH2:15][CH2:14][CH2:13][C:12]2=[C:16]([NH:20][C:28](=[O:31])[CH2:29][CH3:30])[N:17]([CH3:19])[N:18]=[C:11]12. The catalyst class is: 4. (2) Reactant: [CH3:1][O:2][C@@H:3]1[C@@H:31]([CH2:32][O:33][C:34](=[O:42])[CH2:35][O:36]C2CCCO2)[O:30][C@@H:6]([O:7][C:8]2[CH:13]=[C:12]([CH2:14][O:15]C3CCCO3)[CH:11]=[CH:10][C:9]=2[CH2:21][C:22]2[CH:27]=[CH:26][C:25]([CH2:28][CH3:29])=[CH:24][CH:23]=2)[C@H:5]([OH:43])[C@H:4]1[OH:44].Cl.C(=O)([O-])O.[Na+].C(Cl)Cl. Product: [CH3:1][O:2][C@@H:3]1[C@@H:31]([CH2:32][O:33][C:34](=[O:42])[CH2:35][OH:36])[O:30][C@@H:6]([O:7][C:8]2[CH:13]=[C:12]([CH2:14][OH:15])[CH:11]=[CH:10][C:9]=2[CH2:21][C:22]2[CH:23]=[CH:24][C:25]([CH2:28][CH3:29])=[CH:26][CH:27]=2)[C@H:5]([OH:43])[C@H:4]1[OH:44]. The catalyst class is: 5. (3) Reactant: F[C:2](F)(F)C(O)=O.[CH3:8][O:9][C:10]1[CH:11]=[C:12]([NH:16][C:17]2[C:26]3[C:21](=[CH:22][CH:23]=[C:24]([S:27]([CH:30]4[CH2:35][CH2:34][NH:33][CH2:32][CH2:31]4)(=[O:29])=[O:28])[CH:25]=3)[N:20]=[CH:19][C:18]=2[C:36]([NH2:38])=[O:37])[CH:13]=[CH:14][CH:15]=1.[NH:39]1[CH:43]=[C:42]([C:44]([OH:46])=O)[N:41]=[CH:40]1.F[P-](F)(F)(F)(F)F.N1(O[P+](N2CCCC2)(N2CCCC2)N2CCCC2)C2C=CC=CC=2N=N1.C(N(CC)C(C)C)(C)C. Product: [NH:39]1[CH:43]=[C:42]([C:44]([N:33]2[CH2:32][CH2:31][CH:30]([S:27]([C:24]3[CH:25]=[C:26]4[C:21](=[C:22]([CH3:2])[CH:23]=3)[N:20]=[CH:19][C:18]([C:36]([NH2:38])=[O:37])=[C:17]4[NH:16][C:12]3[CH:13]=[CH:14][CH:15]=[C:10]([O:9][CH3:8])[CH:11]=3)(=[O:28])=[O:29])[CH2:35][CH2:34]2)=[O:46])[N:41]=[CH:40]1. The catalyst class is: 9. (4) Reactant: N#N.C(O)[C@H]1[O:9][C@@H]2O[C@H]3[C@H](O)[C@@H](O)[C@@H](O[C@H]4[C@H](O)[C@@H](O)[C@@H](O[C@H]5[C@H](O)[C@@H](O)[C@@H](O[C@H]6[C@H](O)[C@@H](O)[C@@H](O[C@H]7[C@H](O)[C@@H](O)[C@@H](O[C@H]1[C@H](O)[C@H]2O)O[C@@H]7CO)O[C@@H]6CO)O[C@@H]5CO)O[C@@H]4CO)O[C@@H]3CO.[N:69]([CH2:72][CH2:73][CH2:74][CH2:75][S:76][CH3:77])=[C:70]=[S:71].OO. Product: [CH3:77][S+:76]([O-:9])[CH2:75][CH2:74][CH2:73][CH2:72][N:69]=[C:70]=[S:71]. The catalyst class is: 6. (5) Reactant: [CH2:1]([N:8]1[C:16]2[C:11](=[N:12][C:13]([Cl:17])=[CH:14][CH:15]=2)[CH:10]=[C:9]1Br)[C:2]1[CH:7]=[CH:6][CH:5]=[CH:4][CH:3]=1.C([Sn](CCCC)(CCCC)[C:24]1[CH:29]=[CH:28][CH:27]=[CH:26][N:25]=1)CCC. Product: [CH2:1]([N:8]1[C:16]2[C:11](=[N:12][C:13]([Cl:17])=[CH:14][CH:15]=2)[CH:10]=[C:9]1[C:24]1[CH:29]=[CH:28][CH:27]=[CH:26][N:25]=1)[C:2]1[CH:7]=[CH:6][CH:5]=[CH:4][CH:3]=1. The catalyst class is: 109. (6) Reactant: [O:1]1[C:5]2[CH:6]=[CH:7][CH:8]=[CH:9][C:4]=2[N:3]=[C:2]1[C:10]1[CH:26]=[CH:25][C:13]2[N:14]([CH:19]3[CH2:24][CH2:23][O:22][CH2:21][CH2:20]3)[C:15]([CH2:17]O)=[N:16][C:12]=2[CH:11]=1.S(Cl)(Cl)=O.[I-].[Na+].[CH2:33]([NH2:40])[C:34]1[CH:39]=[CH:38][CH:37]=[CH:36][CH:35]=1. Product: [O:1]1[C:5]2[CH:6]=[CH:7][CH:8]=[CH:9][C:4]=2[N:3]=[C:2]1[C:10]1[CH:26]=[CH:25][C:13]2[N:14]([CH:19]3[CH2:20][CH2:21][O:22][CH2:23][CH2:24]3)[C:15]([CH2:17][NH:40][CH2:33][C:34]3[CH:39]=[CH:38][CH:37]=[CH:36][CH:35]=3)=[N:16][C:12]=2[CH:11]=1. The catalyst class is: 30. (7) Reactant: CS(O[CH:6]1[CH2:11][CH2:10][N:9]([C:12]2[N:17]=[CH:16][C:15]([CH2:18][CH3:19])=[CH:14][N:13]=2)[CH2:8][CH2:7]1)(=O)=O.[Br:20][C:21]1[CH:22]=[C:23]2[C:27](=[CH:28][CH:29]=1)[NH:26][CH:25]=[CH:24]2.[OH-].[K+]. Product: [Br:20][C:21]1[CH:22]=[C:23]2[C:27](=[CH:28][CH:29]=1)[N:26]([CH:6]1[CH2:11][CH2:10][N:9]([C:12]3[N:17]=[CH:16][C:15]([CH2:18][CH3:19])=[CH:14][N:13]=3)[CH2:8][CH2:7]1)[CH:25]=[CH:24]2. The catalyst class is: 93.